Dataset: Forward reaction prediction with 1.9M reactions from USPTO patents (1976-2016). Task: Predict the product of the given reaction. (1) Given the reactants [C:1]1([C:7]2[O:11][CH:10]=[N:9][C:8]=2[C:12]([OH:14])=O)[CH:6]=[CH:5][CH:4]=[CH:3][CH:2]=1.[NH:15]1[CH2:25][CH2:24][CH:18]([C:19]([O:21][CH2:22][CH3:23])=[O:20])[CH2:17][CH2:16]1.F[B-](F)(F)F.N1(OC(N(C)C)=[N+](C)C)C2C=CC=CC=2N=N1.C(N(C(C)C)CC)(C)C, predict the reaction product. The product is: [C:1]1([C:7]2[O:11][CH:10]=[N:9][C:8]=2[C:12]([N:15]2[CH2:25][CH2:24][CH:18]([C:19]([O:21][CH2:22][CH3:23])=[O:20])[CH2:17][CH2:16]2)=[O:14])[CH:2]=[CH:3][CH:4]=[CH:5][CH:6]=1. (2) Given the reactants CC(O)(C)[C:3]#[C:4][C:5]1[CH:17]=[CH:16][C:8]([O:9][CH2:10][CH2:11][CH2:12][CH2:13][CH2:14][OH:15])=[CH:7][CH:6]=1.C1(C)C=CC=CC=1.[OH-].[Na+].Cl, predict the reaction product. The product is: [C:4]([C:5]1[CH:17]=[CH:16][C:8]([O:9][CH2:10][CH2:11][CH2:12][CH2:13][CH2:14][OH:15])=[CH:7][CH:6]=1)#[CH:3]. (3) Given the reactants [H-].[Na+].[I:3][C:4]1[CH:5]=[N:6][NH:7][CH:8]=1.CS(O[CH:14]1[CH2:19][CH2:18][O:17][CH2:16][CH2:15]1)(=O)=O.O, predict the reaction product. The product is: [O:17]1[CH2:18][CH2:19][CH:14]([N:6]2[CH:5]=[C:4]([I:3])[CH:8]=[N:7]2)[CH2:15][CH2:16]1.